From a dataset of Peptide-MHC class II binding affinity with 134,281 pairs from IEDB. Regression. Given a peptide amino acid sequence and an MHC pseudo amino acid sequence, predict their binding affinity value. This is MHC class II binding data. (1) The MHC is HLA-DPA10201-DPB10501 with pseudo-sequence HLA-DPA10201-DPB10501. The peptide sequence is PQPQLPYPQPQLPY. The binding affinity (normalized) is 0. (2) The binding affinity (normalized) is 0.525. The peptide sequence is LQPETFAVVDLNKMR. The MHC is HLA-DPA10103-DPB10401 with pseudo-sequence HLA-DPA10103-DPB10401. (3) The peptide sequence is SKAYANMWSLMYFHK. The MHC is DRB4_0103 with pseudo-sequence DRB4_0103. The binding affinity (normalized) is 0.770. (4) The MHC is HLA-DQA10501-DQB10402 with pseudo-sequence HLA-DQA10501-DQB10402. The peptide sequence is KKLIPSWASVKEDLV. The binding affinity (normalized) is 0.367. (5) The peptide sequence is NVSHIQSAVVCGRRH. The MHC is HLA-DQA10401-DQB10402 with pseudo-sequence HLA-DQA10401-DQB10402. The binding affinity (normalized) is 0.113.